From a dataset of Forward reaction prediction with 1.9M reactions from USPTO patents (1976-2016). Predict the product of the given reaction. (1) Given the reactants [O:1]1[C:6]2[CH:7]=[CH:8][C:9]([CH:11]=O)=[CH:10][C:5]=2[O:4][CH2:3][CH2:2]1.[N+:13]([CH3:16])([O-:15])=[O:14].C([O-])(=O)C.[NH4+].O, predict the reaction product. The product is: [N+:13]([CH:16]=[CH:11][C:9]1[CH:8]=[CH:7][C:6]2[O:1][CH2:2][CH2:3][O:4][C:5]=2[CH:10]=1)([O-:15])=[O:14]. (2) The product is: [C:37]([O:39][CH:40]([N:9]([CH2:10][C:11]1[CH:12]=[CH:13][C:14]([C:15]#[N:16])=[CH:17][CH:18]=1)[CH2:8][CH2:7][CH2:6][CH2:5][N:4]([CH2:1][CH2:2][CH3:3])[CH2:19][CH2:20][CH3:21])[C:41]1[CH:46]=[CH:45][CH:44]=[CH:43][CH:42]=1)(=[O:38])[CH3:36]. Given the reactants [CH2:1]([N:4]([CH2:19][CH2:20][CH3:21])[CH2:5][CH2:6][CH2:7][CH2:8][NH:9][CH2:10][C:11]1[CH:18]=[CH:17][C:14]([C:15]#[N:16])=[CH:13][CH:12]=1)[CH2:2][CH3:3].COC1CCCC1.C(=O)([O-])[O-].[K+].[K+].Br[CH2:36][C:37]([O:39][CH2:40][C:41]1[CH:46]=[CH:45][CH:44]=[CH:43][CH:42]=1)=[O:38], predict the reaction product. (3) Given the reactants [CH2:1]([O:8][C:9]([N:11]1[CH2:15][C:14]([F:17])([F:16])[CH2:13][C@H:12]1[C:18]1N(C)C(=O)C(O)=C(C(NCC2C=CC(F)=CC=2)=O)[N:23]=1)=[O:10])[C:2]1[CH:7]=[CH:6][CH:5]=[CH:4][CH:3]=1.FC(F)(F)C(O)=O, predict the reaction product. The product is: [CH2:1]([O:8][C:9]([N:11]1[CH2:15][C:14]([F:17])([F:16])[CH2:13][C@H:12]1[C:18]#[N:23])=[O:10])[C:2]1[CH:7]=[CH:6][CH:5]=[CH:4][CH:3]=1. (4) Given the reactants Cl.[Cl:2][C:3]1[CH:8]=[C:7]([C:9]2[CH:14]=[CH:13][CH:12]=[C:11]([Cl:15])[CH:10]=2)[N:6]=[C:5]2[CH2:16][CH2:17][CH2:18][C:4]=12.[NH2:19][C:20]1[CH:29]=[CH:28][C:23]([C:24]([O:26][CH3:27])=[O:25])=[CH:22][CH:21]=1, predict the reaction product. The product is: [ClH:2].[Cl:15][C:11]1[CH:10]=[C:9]([C:7]2[N:6]=[C:5]3[CH2:16][CH2:17][CH2:18][C:4]3=[C:3]([NH:19][C:20]3[CH:21]=[CH:22][C:23]([C:24]([O:26][CH3:27])=[O:25])=[CH:28][CH:29]=3)[CH:8]=2)[CH:14]=[CH:13][CH:12]=1. (5) Given the reactants [Si:1]([O:8][CH2:9][CH2:10][CH2:11][C:12]1[CH:17]=[CH:16][C:15]([CH2:18][CH:19]([C:35]#[N:36])[C:20]([N:22]([CH:32]2[CH2:34][CH2:33]2)[CH2:23][C:24]2[CH:29]=[CH:28][CH:27]=[C:26]([Cl:30])[C:25]=2[Cl:31])=[O:21])=[CH:14][CH:13]=1)([C:4]([CH3:7])([CH3:6])[CH3:5])([CH3:3])[CH3:2].[CH3:37][Si]([N-][Si](C)(C)C)(C)C.[K+].IC, predict the reaction product. The product is: [Si:1]([O:8][CH2:9][CH2:10][CH2:11][C:12]1[CH:17]=[CH:16][C:15]([CH2:18][C:19]([C:35]#[N:36])([CH3:37])[C:20]([N:22]([CH:32]2[CH2:34][CH2:33]2)[CH2:23][C:24]2[CH:29]=[CH:28][CH:27]=[C:26]([Cl:30])[C:25]=2[Cl:31])=[O:21])=[CH:14][CH:13]=1)([C:4]([CH3:7])([CH3:6])[CH3:5])([CH3:3])[CH3:2]. (6) Given the reactants CC1(C)[O:6][C@H:5]([CH2:7][O:8][C:9]2[CH:10]=[C:11]3[C:15](=[CH:16][CH:17]=2)[N:14]([CH3:18])[CH:13]=[C:12]3[C:19]2[N:27]([S:28]([C:31]3[CH:36]=[CH:35][C:34]([CH3:37])=[CH:33][CH:32]=3)(=[O:30])=[O:29])[C:22]3=[N:23][CH:24]=[CH:25][CH:26]=[C:21]3[CH:20]=2)[CH2:4][O:3]1.Cl, predict the reaction product. The product is: [CH3:18][N:14]1[C:15]2[C:11](=[CH:10][C:9]([O:8][CH2:7][C@H:5]([OH:6])[CH2:4][OH:3])=[CH:17][CH:16]=2)[C:12]([C:19]2[N:27]([S:28]([C:31]3[CH:36]=[CH:35][C:34]([CH3:37])=[CH:33][CH:32]=3)(=[O:29])=[O:30])[C:22]3=[N:23][CH:24]=[CH:25][CH:26]=[C:21]3[CH:20]=2)=[CH:13]1. (7) Given the reactants F[C:2](F)(F)[C:3](O)=[O:4].[NH2:8][CH2:9][C:10]1[CH:11]=[C:12]2[C:17](=[CH:18][C:19]=1[O:20][CH3:21])[N:16]=[CH:15][CH:14]=[C:13]2[O:22][C:23]1[CH:28]=[CH:27][C:26]([NH:29][C:30]([NH:32][C:33]2[CH:38]=[CH:37][CH:36]=[CH:35][CH:34]=2)=[O:31])=[CH:25][CH:24]=1, predict the reaction product. The product is: [C:3]([NH:8][CH2:9][C:10]1[CH:11]=[C:12]2[C:17](=[CH:18][C:19]=1[O:20][CH3:21])[N:16]=[CH:15][CH:14]=[C:13]2[O:22][C:23]1[CH:24]=[CH:25][C:26]([NH:29][C:30]([NH:32][C:33]2[CH:34]=[CH:35][CH:36]=[CH:37][CH:38]=2)=[O:31])=[CH:27][CH:28]=1)(=[O:4])[CH3:2].